From a dataset of Reaction yield outcomes from USPTO patents with 853,638 reactions. Predict the reaction yield, written as a fraction of the theoretical maximum amount of product (1.0 means a 100% yield; for example, 0.34 means a 34% yield). The yield is 0.832. The product is [OH:27][CH:23]([C:20]1[CH:19]=[C:16]([C:17]#[N:18])[C:15]([C:6]2[CH:7]=[CH:8][C:3]([C:2]([F:13])([F:12])[F:1])=[CH:4][CH:5]=2)=[CH:22][CH:21]=1)[CH2:24][CH2:25][CH3:26]. The catalyst is C(#N)C. The reactants are [F:1][C:2]([F:13])([F:12])[C:3]1[CH:8]=[CH:7][C:6](B(O)O)=[CH:5][CH:4]=1.Br[C:15]1[CH:22]=[CH:21][C:20]([CH:23]([OH:27])[CH2:24][CH2:25][CH3:26])=[CH:19][C:16]=1[C:17]#[N:18].C(=O)([O-])[O-].[Na+].[Na+].